This data is from Forward reaction prediction with 1.9M reactions from USPTO patents (1976-2016). The task is: Predict the product of the given reaction. (1) Given the reactants Br[C:2]1[C:3]2[C:8]([C:9]([C:16]3[CH:21]=[CH:20][CH:19]=[CH:18][CH:17]=3)=[C:10]3[C:15]=1[CH:14]=[CH:13][CH:12]=[CH:11]3)=[CH:7][CH:6]=[CH:5][CH:4]=2.[Li]CCCC.Br[CH:28]=[CH:29][CH2:30][CH2:31][CH2:32][CH2:33][CH2:34][CH2:35][CH2:36][CH2:37][Br:38].O, predict the reaction product. The product is: [Br:38][CH2:37][CH2:36][CH2:35][CH2:34][CH2:33][CH2:32][CH2:31][CH2:30][CH2:29][CH2:28][C:2]1[C:3]2[C:8]([C:9]([C:16]3[CH:21]=[CH:20][CH:19]=[CH:18][CH:17]=3)=[C:10]3[C:15]=1[CH:14]=[CH:13][CH:12]=[CH:11]3)=[CH:7][CH:6]=[CH:5][CH:4]=2. (2) The product is: [CH2:1]([O:8][C:9]1[CH:14]=[CH:13][C:12]([C:15]2[NH:29][C:18]3=[N:19][C:20]([C:23]4[CH2:24][CH2:25][N:26]([S:41]([CH2:39][CH3:40])(=[O:43])=[O:42])[CH2:27][CH:28]=4)=[CH:21][CH:22]=[C:17]3[N:16]=2)=[CH:11][CH:10]=1)[C:2]1[CH:3]=[CH:4][CH:5]=[CH:6][CH:7]=1. Given the reactants [CH2:1]([O:8][C:9]1[CH:14]=[CH:13][C:12]([C:15]2[NH:29][C:18]3=[N:19][C:20]([C:23]4[CH2:24][CH2:25][NH:26][CH2:27][CH:28]=4)=[CH:21][CH:22]=[C:17]3[N:16]=2)=[CH:11][CH:10]=1)[C:2]1[CH:7]=[CH:6][CH:5]=[CH:4][CH:3]=1.CCN(C(C)C)C(C)C.[CH2:39]([S:41](Cl)(=[O:43])=[O:42])[CH3:40].O, predict the reaction product. (3) The product is: [Br:9][C:4]1[CH:3]=[C:2]([CH:15]([C:16]2[CH:21]=[CH:20][CH:19]=[CH:18][CH:17]=2)[OH:22])[CH:7]=[C:6]([Br:8])[CH:5]=1. Given the reactants Br[C:2]1[CH:7]=[C:6]([Br:8])[CH:5]=[C:4]([Br:9])[CH:3]=1.[Li]CCCC.[CH:15](=[O:22])[C:16]1[CH:21]=[CH:20][CH:19]=[CH:18][CH:17]=1, predict the reaction product. (4) Given the reactants [C:1]1([C:7]2[C:8]([C:23]([O:25][CH3:26])=[O:24])=[N:9][C:10]([C:13]3[CH:22]=[C:21]4[C:16]([CH2:17][CH2:18][CH2:19][NH:20]4)=[CH:15][CH:14]=3)=[CH:11][CH:12]=2)[CH:6]=[CH:5][CH:4]=[CH:3][CH:2]=1.[S:27]1[C:31]2[CH:32]=[CH:33][CH:34]=[CH:35][C:30]=2[N:29]=[C:28]1[NH:36][C:37](=[O:48])[O:38]C1C=CC([N+]([O-])=O)=CC=1, predict the reaction product. The product is: [S:27]1[C:31]2[CH:32]=[CH:33][CH:34]=[CH:35][C:30]=2[N:29]=[C:28]1[NH:36][C:37]([N:20]1[C:21]2[C:16](=[CH:15][CH:14]=[C:13]([C:10]3[N:9]=[C:8]([C:23]([OH:25])=[O:24])[C:7]([C:1]4[CH:2]=[CH:3][CH:4]=[CH:5][CH:6]=4)=[CH:12][CH:11]=3)[CH:22]=2)[CH2:17][CH2:18][CH2:19]1)=[O:38].[S:27]1[C:31]2[CH:32]=[CH:33][CH:34]=[CH:35][C:30]=2[N:29]=[C:28]1[NH:36][C:37]([N:20]1[C:21]2[C:16](=[CH:15][CH:14]=[C:13]([C:10]3[N:9]=[C:8]([C:23]([O:25][CH3:26])=[O:24])[C:7]([C:1]4[CH:2]=[CH:3][CH:4]=[CH:5][CH:6]=4)=[CH:12][CH:11]=3)[CH:22]=2)[CH2:17][CH2:18][CH2:19]1)=[O:48]. (5) Given the reactants [CH3:1][C:2]1[NH:6][N:5]=[N:4][N:3]=1.C(=O)([O-])[O-].[K+].[K+].[Br:13][C:14]1[CH:19]=[CH:18][C:17]([O:20][CH:21]([F:23])[F:22])=[CH:16][C:15]=1[CH2:24]Br, predict the reaction product. The product is: [Br:13][C:14]1[CH:19]=[CH:18][C:17]([O:20][CH:21]([F:22])[F:23])=[CH:16][C:15]=1[CH2:24][N:4]1[N:5]=[N:6][C:2]([CH3:1])=[N:3]1.